This data is from Forward reaction prediction with 1.9M reactions from USPTO patents (1976-2016). The task is: Predict the product of the given reaction. (1) Given the reactants Cl[C:2]1[N:7]=[C:6]([N:8]([CH3:21])[C:9]2[CH:14]=[CH:13][N:12]=[C:11]([C:15]3[CH:20]=[CH:19][CH:18]=[CH:17][CH:16]=3)[N:10]=2)[C:5]([F:22])=[CH:4][N:3]=1.[NH2:23][CH2:24][CH2:25][C:26]1[CH:27]=[N:28][CH:29]=[CH:30][CH:31]=1.C1(C)C=CC(S(O)(=O)=O)=CC=1, predict the reaction product. The product is: [F:22][C:5]1[C:6]([N:8]([CH3:21])[C:9]2[CH:14]=[CH:13][N:12]=[C:11]([C:15]3[CH:20]=[CH:19][CH:18]=[CH:17][CH:16]=3)[N:10]=2)=[N:7][C:2]([NH:23][CH2:24][CH2:25][C:26]2[CH:27]=[N:28][CH:29]=[CH:30][CH:31]=2)=[N:3][CH:4]=1. (2) Given the reactants S(=O)(=O)(O)O.[N+:6]([C:9]1[CH:14]=[C:13]([N+:15]([O-:17])=[O:16])[CH:12]=[CH:11][C:10]=1[NH:18][NH2:19])([O-:8])=[O:7].O.[C:21]1(=O)[CH2:26][CH2:25][CH2:24][CH2:23][CH2:22]1, predict the reaction product. The product is: [N+:6]([C:9]1[CH:14]=[C:13]([N+:15]([O-:17])=[O:16])[CH:12]=[CH:11][C:10]=1[NH:18][N:19]=[C:21]1[CH2:26][CH2:25][CH2:24][CH2:23][CH2:22]1)([O-:8])=[O:7]. (3) Given the reactants [OH:1][C:2]1[CH:15]=[CH:14][C:5]2[C@H:6]([CH2:9][C:10]([O:12][CH3:13])=[O:11])[CH2:7][O:8][C:4]=2[CH:3]=1.[C:16]([O:19][CH2:20][C:21]1[CH:26]=[C:25]([O:27][CH2:28][CH2:29][CH2:30][S:31]([CH3:34])(=[O:33])=[O:32])[CH:24]=[C:23]([CH3:35])[C:22]=1[C:36]1[CH:41]=[CH:40][CH:39]=[C:38]([CH2:42]O)[CH:37]=1)(=[O:18])[CH3:17].C(P(CCCC)CCCC)CCC.N(C(N1CCCCC1)=O)=NC(N1CCCCC1)=O, predict the reaction product. The product is: [C:16]([O:19][CH2:20][C:21]1[CH:26]=[C:25]([O:27][CH2:28][CH2:29][CH2:30][S:31]([CH3:34])(=[O:33])=[O:32])[CH:24]=[C:23]([CH3:35])[C:22]=1[C:36]1[CH:41]=[CH:40][CH:39]=[C:38]([CH2:42][O:1][C:2]2[CH:15]=[CH:14][C:5]3[C@H:6]([CH2:9][C:10]([O:12][CH3:13])=[O:11])[CH2:7][O:8][C:4]=3[CH:3]=2)[CH:37]=1)(=[O:18])[CH3:17]. (4) Given the reactants Br[C:2]1[CH:3]=[C:4]2[C:9](=[CH:10][CH:11]=1)[C:8](=[O:12])[NH:7][N:6]=[C:5]2[Cl:13].[CH:14]([O:17][C:18]1[CH:19]=[C:20]([CH2:24][NH2:25])[CH:21]=[CH:22][CH:23]=1)([CH3:16])[CH3:15].C1C=CC(P(C2C(C3C(P(C4C=CC=CC=4)C4C=CC=CC=4)=CC=C4C=3C=CC=C4)=C3C(C=CC=C3)=CC=2)C2C=CC=CC=2)=CC=1.CC([O-])(C)C.[Na+], predict the reaction product. The product is: [Cl:13][C:5]1[C:4]2[C:9](=[CH:10][CH:11]=[C:2]([NH:25][CH2:24][C:20]3[CH:21]=[CH:22][CH:23]=[C:18]([O:17][CH:14]([CH3:16])[CH3:15])[CH:19]=3)[CH:3]=2)[C:8](=[O:12])[NH:7][N:6]=1. (5) Given the reactants Br[C:2]1[CH:7]=[CH:6][C:5]([CH:8]2[CH2:13][CH2:12][N:11]([C:14](=[O:16])[CH3:15])[CH2:10][CH2:9]2)=[CH:4][CH:3]=1.[CH3:17][C:18]1([CH3:34])[C:22]([CH3:24])([CH3:23])[O:21][B:20]([B:20]2[O:21][C:22]([CH3:24])([CH3:23])[C:18]([CH3:34])([CH3:17])[O:19]2)[O:19]1.N#N, predict the reaction product. The product is: [CH3:17][C:18]1([CH3:34])[C:22]([CH3:24])([CH3:23])[O:21][B:20]([C:2]2[CH:7]=[CH:6][C:5]([CH:8]3[CH2:13][CH2:12][N:11]([C:14](=[O:16])[CH3:15])[CH2:10][CH2:9]3)=[CH:4][CH:3]=2)[O:19]1. (6) Given the reactants [CH3:1][CH2:2][CH2:3][CH2:4][C:5]([N:7]([C@H:26]([C:30]([OH:32])=[O:31])[CH:27]([CH3:29])[CH3:28])[CH2:8][C:9]1[CH:10]=[CH:11][C:12]([C:15]2[CH:16]=[CH:17][CH:18]=[CH:19][C:20]=2[C:21]2[NH:22][N:23]=[N:24][N:25]=2)=[CH:13][CH:14]=1)=[O:6].[OH-].[Mg+2:34].[OH-].[OH-].[Ca+2:37].[OH-], predict the reaction product. The product is: [CH3:1][CH2:2][CH2:3][CH2:4][C:5]([N:7]([C@H:26]([C:30]([OH:32])=[O:31])[CH:27]([CH3:29])[CH3:28])[CH2:8][C:9]1[CH:10]=[CH:11][C:12]([C:15]2[CH:16]=[CH:17][CH:18]=[CH:19][C:20]=2[C:21]2[NH:22][N:23]=[N:24][N:25]=2)=[CH:13][CH:14]=1)=[O:6].[Ca:37].[Mg:34]. (7) Given the reactants [Br:1][C:2]1[C:3]2[CH2:10][CH2:9][CH:8]([NH2:11])[C:4]=2[CH:5]=[N:6][CH:7]=1.[C:12](O)(=[O:15])[CH2:13][CH3:14].CCN=C=NCCCN(C)C.OP([O-])(O)=O.[K+], predict the reaction product. The product is: [Br:1][C:2]1[C:3]2[CH2:10][CH2:9][CH:8]([NH:11][C:12](=[O:15])[CH2:13][CH3:14])[C:4]=2[CH:5]=[N:6][CH:7]=1. (8) Given the reactants [NH2:1][C:2]1[CH:7]=[CH:6][C:5]([CH3:8])=[CH:4][C:3]=1[NH:9][CH:10]1[CH2:15][CH2:14][N:13]([C@H:16]2[CH2:21][CH2:20][C@H:19]([O:22][CH2:23][CH2:24][CH3:25])[CH2:18][CH2:17]2)[CH2:12][CH2:11]1.C(N(C(C)C)CC)(C)C.[Cl:35][C:36](Cl)([O:38]C(=O)OC(Cl)(Cl)Cl)Cl.O, predict the reaction product. The product is: [ClH:35].[CH3:8][C:5]1[CH:6]=[CH:7][C:2]2[NH:1][C:36](=[O:38])[N:9]([CH:10]3[CH2:11][CH2:12][N:13]([C@H:16]4[CH2:21][CH2:20][C@H:19]([O:22][CH2:23][CH2:24][CH3:25])[CH2:18][CH2:17]4)[CH2:14][CH2:15]3)[C:3]=2[CH:4]=1. (9) Given the reactants C(OC([N:8]1[C:19]2[C:11](=[C:12]3[C:16](=[CH:17][CH:18]=2)[NH:15][CH:14]([C:20]([N:22]2[C:33]4[C:25](=[C:26]5[C:30](=[CH:31][CH:32]=4)[NH:29][CH:28]([C:34]([O:36][CH2:37][CH2:38][C:39]4[CH:44]=[CH:43][C:42]([N+:45]([O-:47])=[O:46])=[CH:41][CH:40]=4)=[O:35])[CH2:27]5)[CH:24]=[CH:23]2)=[O:21])[CH2:13]3)[CH:10]=[CH:9]1)=O)(C)(C)C.C(=O)(O)[O-].[Na+], predict the reaction product. The product is: [CH:10]1[C:11]2=[C:12]3[C:16](=[CH:17][CH:18]=[C:19]2[NH:8][CH:9]=1)[NH:15][CH:14]([C:20]([N:22]1[C:33]2[C:25](=[C:26]4[C:30](=[CH:31][CH:32]=2)[NH:29][CH:28]([C:34]([O:36][CH2:37][CH2:38][C:39]2[CH:40]=[CH:41][C:42]([N+:45]([O-:47])=[O:46])=[CH:43][CH:44]=2)=[O:35])[CH2:27]4)[CH:24]=[CH:23]1)=[O:21])[CH2:13]3. (10) Given the reactants [CH3:1][O:2][C:3](=[O:29])/[CH:4]=[CH:5]/[C:6]1[CH:7]=[C:8]2[C:25](=[CH:26][CH:27]=1)[O:24][C:11]1([CH2:16][CH2:15][N:14]([C:17](OC(C)(C)C)=O)[CH2:13][CH2:12]1)[CH2:10][C:9]2=[O:28].CC(O)=O.C=O.[NH:36]1[C:44]2[C:39](=[CH:40][CH:41]=[CH:42][CH:43]=2)[CH:38]=[CH:37]1, predict the reaction product. The product is: [CH3:1][O:2][C:3](=[O:29])/[CH:4]=[CH:5]/[C:6]1[CH:7]=[C:8]2[C:25](=[CH:26][CH:27]=1)[O:24][C:11]1([CH2:12][CH2:13][N:14]([CH2:17][C:38]3[C:39]4[C:44](=[CH:43][CH:42]=[CH:41][CH:40]=4)[NH:36][CH:37]=3)[CH2:15][CH2:16]1)[CH2:10][C:9]2=[O:28].